Predict the reactants needed to synthesize the given product. From a dataset of Full USPTO retrosynthesis dataset with 1.9M reactions from patents (1976-2016). (1) Given the product [Br:1][C:2]1[C:3](=[O:20])[N:4]([C:10]2[CH:11]=[C:12]([CH:16]=[CH:17][C:18]=2[CH3:19])[C:13]([NH:23][CH3:21])=[O:14])[C:5]([CH3:9])=[CH:6][C:7]=1[OH:8], predict the reactants needed to synthesize it. The reactants are: [Br:1][C:2]1[C:3](=[O:20])[N:4]([C:10]2[CH:11]=[C:12]([CH:16]=[CH:17][C:18]=2[CH3:19])[C:13](O)=[O:14])[C:5]([CH3:9])=[CH:6][C:7]=1[OH:8].[C:21](N1C=CN=C1)([N:23]1C=CN=C1)=O.CN.O1CCCC1.Cl. (2) Given the product [Br:1][C:2]1[CH:3]=[CH:4][C:5]([Cl:20])=[C:6]([C:8]2[C:17]3[C:12](=[CH:13][CH:14]=[CH:15][CH:16]=3)[CH:11]=[C:10]([CH:18]=[O:23])[N:9]=2)[CH:7]=1, predict the reactants needed to synthesize it. The reactants are: [Br:1][C:2]1[CH:3]=[CH:4][C:5]([Cl:20])=[C:6]([C:8]2[C:17]3[C:12](=[CH:13][CH:14]=[CH:15][CH:16]=3)[CH:11]=[C:10]([CH2:18]Br)[N:9]=2)[CH:7]=1.C([OH:23])C. (3) Given the product [Cl:35][C:20]1[C:19]([C:5]2[C:4]([CH3:17])=[N:3][N:2]([CH3:1])[C:6]=2[CH3:7])=[CH:24][C:23]([C:25]#[N:26])=[CH:22][C:21]=1[NH:27][C:28](=[O:34])[O:29][C:30]([CH3:32])([CH3:31])[CH3:33], predict the reactants needed to synthesize it. The reactants are: [CH3:1][N:2]1[C:6]([CH3:7])=[C:5](B2OC(C)(C)C(C)(C)O2)[C:4]([CH3:17])=[N:3]1.Br[C:19]1[C:20]([Cl:35])=[C:21]([NH:27][C:28](=[O:34])[O:29][C:30]([CH3:33])([CH3:32])[CH3:31])[CH:22]=[C:23]([C:25]#[N:26])[CH:24]=1.P(=O)(O)(O)O.[K]. (4) Given the product [C:1]([O:5][C:6]([N:8]1[CH2:13][CH2:12][N:11]([C:14]2[NH:22][C:21]3[C:20](=[O:30])[N:19]([CH2:31][O:32][C:33](=[O:38])[C:34]([CH3:37])([CH3:36])[CH3:35])[C:18](=[O:39])[N:17]([CH3:40])[C:16]=3[N:15]=2)[CH2:10][CH2:9]1)=[O:7])([CH3:4])([CH3:3])[CH3:2], predict the reactants needed to synthesize it. The reactants are: [C:1]([O:5][C:6]([N:8]1[CH2:13][CH2:12][N:11]([C:14]2[N:22](CC3C=CC=CC=3)[C:21]3[C:20](=[O:30])[N:19]([CH2:31][O:32][C:33](=[O:38])[C:34]([CH3:37])([CH3:36])[CH3:35])[C:18](=[O:39])[N:17]([CH3:40])[C:16]=3[N:15]=2)[CH2:10][CH2:9]1)=[O:7])([CH3:4])([CH3:3])[CH3:2]. (5) The reactants are: [Br:1][C:2]1[CH:7]=[CH:6][C:5]([CH:8]2[CH2:11][C:10](=[O:12])[C:9]2(Cl)Cl)=[C:4]([O:15][CH3:16])[CH:3]=1.[Cl-].[NH4+]. Given the product [Br:1][C:2]1[CH:7]=[CH:6][C:5]([CH:8]2[CH2:9][C:10](=[O:12])[CH2:11]2)=[C:4]([O:15][CH3:16])[CH:3]=1, predict the reactants needed to synthesize it. (6) Given the product [Cl:16][C:17]1[CH:25]=[CH:24][C:20]([C:21]2[N:23]=[C:4]([OH:14])[CH:5]=[C:6]([C:7]3[CH:8]=[CH:9][CH:10]=[CH:11][CH:12]=3)[N:22]=2)=[CH:19][CH:18]=1, predict the reactants needed to synthesize it. The reactants are: C(O[C:4](=[O:14])[CH2:5][C:6](=O)[C:7]1[CH:12]=[CH:11][CH:10]=[CH:9][CH:8]=1)C.Cl.[Cl:16][C:17]1[CH:25]=[CH:24][C:20]([C:21]([NH2:23])=[NH:22])=[CH:19][CH:18]=1. (7) Given the product [OH:11][CH2:10][C:7]1[O:6][C:5]([C:3]([OH:1])=[O:4])=[CH:9][CH:8]=1, predict the reactants needed to synthesize it. The reactants are: [O:1]=O.[CH:3]([C:5]1[O:6][C:7]([CH:10]=[O:11])=[CH:8][CH:9]=1)=[O:4].C. (8) Given the product [NH:1]1[C:9]2[C:4](=[CH:5][CH:6]=[CH:7][CH:8]=2)[CH:3]=[C:2]1[C:10]1[C:11]([O:20][CH3:21])=[CH:12][C:13]([O:18][CH3:19])=[C:14](/[CH:15]=[CH:23]/[C:22]([C:25]2[CH:33]=[CH:32][C:28]([C:29]([OH:31])=[O:30])=[CH:27][CH:26]=2)=[O:24])[CH:17]=1, predict the reactants needed to synthesize it. The reactants are: [NH:1]1[C:9]2[C:4](=[CH:5][CH:6]=[CH:7][CH:8]=2)[CH:3]=[C:2]1[C:10]1[C:11]([O:20][CH3:21])=[CH:12][C:13]([O:18][CH3:19])=[C:14]([CH:17]=1)[CH:15]=O.[C:22]([C:25]1[CH:33]=[CH:32][C:28]([C:29]([OH:31])=[O:30])=[CH:27][CH:26]=1)(=[O:24])[CH3:23]. (9) Given the product [C:1]([O:5][C:6]([N:8]1[CH2:14][CH2:13][C:12]2[CH:15]=[C:16]([O:22][CH3:23])[C:17]([NH2:19])=[CH:18][C:11]=2[CH2:10][CH2:9]1)=[O:7])([CH3:4])([CH3:3])[CH3:2], predict the reactants needed to synthesize it. The reactants are: [C:1]([O:5][C:6]([N:8]1[CH2:14][CH2:13][C:12]2[CH:15]=[C:16]([O:22][CH3:23])[C:17]([N+:19]([O-])=O)=[CH:18][C:11]=2[CH2:10][CH2:9]1)=[O:7])([CH3:4])([CH3:3])[CH3:2]. (10) Given the product [C:19]([OH:41])(=[O:4])[CH2:20][CH2:21][CH2:22][CH2:23][CH2:24][CH2:25][CH2:26][CH2:27][CH2:28][CH2:29][CH2:30][CH2:31][CH2:32][CH2:33][CH2:34][CH2:35][CH2:36][CH2:37][CH2:38][CH2:39][CH3:40].[C:19]([OH:41])(=[O:4])[CH2:20][CH2:21][CH2:22][CH2:23][CH2:24][CH2:25][CH2:26][CH2:27][CH2:28][CH2:29][CH2:30][CH2:31][CH2:32][CH2:33][CH2:34][CH2:35][CH2:36][CH2:37][CH2:38][CH2:39][CH3:40].[C:19]([OH:41])(=[O:4])[CH2:20][CH2:21][CH2:22][CH2:23][CH2:24][CH2:25][CH2:26][CH2:27][CH2:28][CH2:29][CH2:30][CH2:31][CH2:32][CH2:33][CH2:34][CH2:35][CH2:36][CH2:37][CH2:38][CH2:39][CH3:40].[C:19]([OH:41])(=[O:4])[CH2:20][CH2:21][CH2:22][CH2:23][CH2:24][CH2:25][CH2:26][CH2:27][CH2:28][CH2:29][CH2:30][CH2:31][CH2:32][CH2:33][CH2:34][CH2:35][CH2:36][CH2:37][CH2:38][CH2:39][CH3:40].[OH:4][CH2:5][CH:6]([CH2:7][OH:8])[OH:9].[OH:4][CH2:5][CH:6]([CH2:7][OH:8])[OH:9], predict the reactants needed to synthesize it. The reactants are: C(O)C(O)C[O:4][CH2:5][CH:6]([OH:9])[CH2:7][OH:8].C(N(CC)CC)C.[C:19](Cl)(=[O:41])[CH2:20][CH2:21][CH2:22][CH2:23][CH2:24][CH2:25][CH2:26][CH2:27][CH2:28][CH2:29][CH2:30][CH2:31][CH2:32][CH2:33][CH2:34][CH2:35][CH2:36][CH2:37][CH2:38][CH2:39][CH3:40].